Dataset: NCI-60 drug combinations with 297,098 pairs across 59 cell lines. Task: Regression. Given two drug SMILES strings and cell line genomic features, predict the synergy score measuring deviation from expected non-interaction effect. (1) Drug 1: CC12CCC3C(C1CCC2NC(=O)OCC(F)(F)F)CCC4C3(C=CC(=O)N4C)C. Drug 2: B(C(CC(C)C)NC(=O)C(CC1=CC=CC=C1)NC(=O)C2=NC=CN=C2)(O)O. Cell line: SW-620. Synergy scores: CSS=62.6, Synergy_ZIP=3.56, Synergy_Bliss=4.99, Synergy_Loewe=-47.1, Synergy_HSA=4.99. (2) Drug 1: CCCCCOC(=O)NC1=NC(=O)N(C=C1F)C2C(C(C(O2)C)O)O. Drug 2: CC1=C2C(C(=O)C3(C(CC4C(C3C(C(C2(C)C)(CC1OC(=O)C(C(C5=CC=CC=C5)NC(=O)C6=CC=CC=C6)O)O)OC(=O)C7=CC=CC=C7)(CO4)OC(=O)C)O)C)OC(=O)C. Cell line: ACHN. Synergy scores: CSS=2.70, Synergy_ZIP=-1.02, Synergy_Bliss=0.103, Synergy_Loewe=-8.20, Synergy_HSA=-1.21. (3) Drug 1: CC12CCC3C(C1CCC2NC(=O)OCC(F)(F)F)CCC4C3(C=CC(=O)N4C)C. Drug 2: CCC1(CC2CC(C3=C(CCN(C2)C1)C4=CC=CC=C4N3)(C5=C(C=C6C(=C5)C78CCN9C7C(C=CC9)(C(C(C8N6C)(C(=O)OC)O)OC(=O)C)CC)OC)C(=O)OC)O. Cell line: SW-620. Synergy scores: CSS=27.8, Synergy_ZIP=-4.68, Synergy_Bliss=-8.92, Synergy_Loewe=-73.8, Synergy_HSA=-8.69. (4) Drug 1: C1CC(=O)NC(=O)C1N2CC3=C(C2=O)C=CC=C3N. Drug 2: CC1CCC2CC(C(=CC=CC=CC(CC(C(=O)C(C(C(=CC(C(=O)CC(OC(=O)C3CCCCN3C(=O)C(=O)C1(O2)O)C(C)CC4CCC(C(C4)OC)OCCO)C)C)O)OC)C)C)C)OC. Cell line: K-562. Synergy scores: CSS=14.4, Synergy_ZIP=-4.52, Synergy_Bliss=-3.87, Synergy_Loewe=-21.1, Synergy_HSA=-2.52. (5) Drug 1: C1CC(C1)(C(=O)O)C(=O)O.[NH2-].[NH2-].[Pt+2]. Drug 2: CS(=O)(=O)OCCCCOS(=O)(=O)C. Cell line: T-47D. Synergy scores: CSS=10.8, Synergy_ZIP=-0.684, Synergy_Bliss=0.542, Synergy_Loewe=2.15, Synergy_HSA=-0.268. (6) Drug 1: CC1=C2C(C(=O)C3(C(CC4C(C3C(C(C2(C)C)(CC1OC(=O)C(C(C5=CC=CC=C5)NC(=O)OC(C)(C)C)O)O)OC(=O)C6=CC=CC=C6)(CO4)OC(=O)C)OC)C)OC. Drug 2: CCC1(C2=C(COC1=O)C(=O)N3CC4=CC5=C(C=CC(=C5CN(C)C)O)N=C4C3=C2)O.Cl. Cell line: SK-MEL-5. Synergy scores: CSS=41.0, Synergy_ZIP=-2.22, Synergy_Bliss=-2.90, Synergy_Loewe=-7.22, Synergy_HSA=-0.109. (7) Drug 1: CCC1=C2CN3C(=CC4=C(C3=O)COC(=O)C4(CC)O)C2=NC5=C1C=C(C=C5)O. Drug 2: C1=NC2=C(N1)C(=S)N=CN2. Cell line: SK-OV-3. Synergy scores: CSS=25.0, Synergy_ZIP=-9.03, Synergy_Bliss=-0.475, Synergy_Loewe=-1.89, Synergy_HSA=-0.0525. (8) Drug 1: COC1=C(C=C2C(=C1)N=CN=C2NC3=CC(=C(C=C3)F)Cl)OCCCN4CCOCC4. Drug 2: C1CC(=O)NC(=O)C1N2C(=O)C3=CC=CC=C3C2=O. Cell line: UACC62. Synergy scores: CSS=16.8, Synergy_ZIP=-5.10, Synergy_Bliss=-2.68, Synergy_Loewe=-10.1, Synergy_HSA=-2.40. (9) Drug 1: C1=CC(=CC=C1CCC2=CNC3=C2C(=O)NC(=N3)N)C(=O)NC(CCC(=O)O)C(=O)O. Drug 2: CN1C2=C(C=C(C=C2)N(CCCl)CCCl)N=C1CCCC(=O)O.Cl. Cell line: M14. Synergy scores: CSS=14.0, Synergy_ZIP=-2.72, Synergy_Bliss=-6.71, Synergy_Loewe=-26.4, Synergy_HSA=-8.05. (10) Drug 1: CC1=C(C=C(C=C1)NC2=NC=CC(=N2)N(C)C3=CC4=NN(C(=C4C=C3)C)C)S(=O)(=O)N.Cl. Drug 2: CCN(CC)CCNC(=O)C1=C(NC(=C1C)C=C2C3=C(C=CC(=C3)F)NC2=O)C. Cell line: LOX IMVI. Synergy scores: CSS=8.06, Synergy_ZIP=-2.19, Synergy_Bliss=-1.20, Synergy_Loewe=-0.760, Synergy_HSA=0.593.